Dataset: Full USPTO retrosynthesis dataset with 1.9M reactions from patents (1976-2016). Task: Predict the reactants needed to synthesize the given product. Given the product [CH3:1][C:2]1[O:6][N:5]=[C:4]([C:7]2[CH:8]=[CH:9][CH:10]=[CH:11][CH:12]=2)[C:3]=1[CH2:13][O:14][C:15]1[CH:23]=[CH:22][C:18]([C:19]([NH:24][CH:25]2[CH2:30][CH2:29][O:28][CH2:27][CH2:26]2)=[O:21])=[CH:17][N:16]=1, predict the reactants needed to synthesize it. The reactants are: [CH3:1][C:2]1[O:6][N:5]=[C:4]([C:7]2[CH:12]=[CH:11][CH:10]=[CH:9][CH:8]=2)[C:3]=1[CH2:13][O:14][C:15]1[CH:23]=[CH:22][C:18]([C:19]([OH:21])=O)=[CH:17][N:16]=1.[NH2:24][CH:25]1[CH2:30][CH2:29][O:28][CH2:27][CH2:26]1.